Dataset: Full USPTO retrosynthesis dataset with 1.9M reactions from patents (1976-2016). Task: Predict the reactants needed to synthesize the given product. (1) Given the product [C:3]([O:7][C:8](=[O:25])[NH:9][C@@H:10]([CH2:15][C:16]1[CH:21]=[CH:20][CH:19]=[C:18]([CH2:22][CH:23]=[CH2:24])[CH:17]=1)[C@H:11]([OH:14])[CH2:12][Cl:13])([CH3:6])([CH3:5])[CH3:4], predict the reactants needed to synthesize it. The reactants are: [BH4-].[Na+].[C:3]([O:7][C:8](=[O:25])[NH:9][C@@H:10]([CH2:15][C:16]1[CH:21]=[CH:20][CH:19]=[C:18]([CH2:22][CH:23]=[CH2:24])[CH:17]=1)[C:11](=[O:14])[CH2:12][Cl:13])([CH3:6])([CH3:5])[CH3:4].Cl. (2) Given the product [F:14][C:15]1[C:20]([C:24]2([OH:27])[CH2:25][CH2:26][O:21][CH2:22][CH2:23]2)=[N:19][CH:18]=[CH:17][N:16]=1, predict the reactants needed to synthesize it. The reactants are: CC1(C)CCCC(C)(C)N1.C(=O)=O.[F:14][C:15]1[CH:20]=[N:19][CH:18]=[CH:17][N:16]=1.[O:21]1[CH2:26][CH2:25][C:24](=[O:27])[CH2:23][CH2:22]1. (3) The reactants are: [F:1][C:2]([F:13])([F:12])[C:3](O[C:3](=O)[C:2]([F:13])([F:12])[F:1])=O.[C:14]1([C:20]2([C:27]3[CH:36]=[C:35]([O:37][CH2:38][C:39]4[CH:48]=[CH:47][C:46]5[C:41](=[CH:42][CH:43]=[CH:44][CH:45]=5)[N:40]=4)[CH:34]=[CH:33][C:28]=3[C:29]([NH:31][NH2:32])=[O:30])[CH2:25][CH:24]3[CH2:26][CH:21]2[CH2:22][CH2:23]3)[CH:19]=[CH:18][CH:17]=[CH:16][CH:15]=1.C(N(CC)CC)C.C(=O)(O)[O-].[Na+]. Given the product [C:14]1([C:20]2([C:27]3[CH:36]=[C:35]([CH:34]=[CH:33][C:28]=3[C:29]3[O:30][C:3]([C:2]([F:13])([F:12])[F:1])=[N:32][N:31]=3)[O:37][CH2:38][C:39]3[CH:48]=[CH:47][C:46]4[C:41](=[CH:42][CH:43]=[CH:44][CH:45]=4)[N:40]=3)[CH2:25][CH:24]3[CH2:26][CH:21]2[CH2:22][CH2:23]3)[CH:15]=[CH:16][CH:17]=[CH:18][CH:19]=1, predict the reactants needed to synthesize it. (4) Given the product [O:30]1[C:31]2[CH:32]=[CH:33][C:25]([CH2:24][NH:34][C:19]([C:14]3[CH:15]=[C:16]4[C:11](=[CH:12][CH:13]=3)[N:10]([CH3:22])[C:9](=[O:23])[N:8]([CH2:1][C:2]3[CH:3]=[CH:4][CH:5]=[CH:6][CH:7]=3)[C:17]4=[O:18])=[O:20])=[CH:26][C:27]=2[O:28][CH2:29]1, predict the reactants needed to synthesize it. The reactants are: [CH2:1]([N:8]1[C:17](=[O:18])[C:16]2[C:11](=[CH:12][CH:13]=[C:14]([C:19](O)=[O:20])[CH:15]=2)[N:10]([CH3:22])[C:9]1=[O:23])[C:2]1[CH:7]=[CH:6][CH:5]=[CH:4][CH:3]=1.[CH2:24]([NH2:34])[C:25]1[CH:33]=[CH:32][C:31]2[O:30][CH2:29][O:28][C:27]=2[CH:26]=1.[B-](F)(F)(F)F.CCOC(C(C#N)=NOC(N(C)C)=[N+](C)C)=O.C(N(CC)C(C)C)(C)C. (5) Given the product [NH2:41][C:39]1[CH:40]=[CH:35][CH:36]=[CH:37][C:38]=1[NH:43][C:21](=[O:22])/[CH:20]=[CH:19]/[C:15]1[N:16]([CH3:18])[CH:17]=[C:13]([CH2:12][NH:11][C:1]23[CH2:10][CH:5]4[CH2:6][CH:7]([CH2:9][CH:3]([CH2:4]4)[CH2:2]2)[CH2:8]3)[CH:14]=1, predict the reactants needed to synthesize it. The reactants are: [C:1]12([NH:11][CH2:12][C:13]3[CH:14]=[C:15](/[CH:19]=[CH:20]/[C:21](O)=[O:22])[N:16]([CH3:18])[CH:17]=3)[CH2:10][CH:5]3[CH2:6][CH:7]([CH2:9][CH:3]([CH2:4]3)[CH2:2]1)[CH2:8]2.CCN=C=NCCCN(C)C.[CH:35]1[CH:36]=[CH:37][C:38]2[N:43](O)N=[N:41][C:39]=2[CH:40]=1.C1(N)C=CC=CC=1N.C(N(CC)CC)C. (6) Given the product [F:13][C:10]([F:11])([F:12])[S:7]([N-:6][S:3]([C:2]([F:1])([F:14])[F:15])(=[O:4])=[O:5])(=[O:8])=[O:9].[CH3:25][Si:26]([CH3:33])([CH3:32])[O:16][CH2:17][CH2:18][N+:19]([CH3:24])([CH3:23])[CH2:20][CH2:21][CH3:22], predict the reactants needed to synthesize it. The reactants are: [F:1][C:2]([F:15])([F:14])[S:3]([N-:6][S:7]([C:10]([F:13])([F:12])[F:11])(=[O:9])=[O:8])(=[O:5])=[O:4].[OH:16][CH2:17][CH2:18][N+:19]([CH3:24])([CH3:23])[CH2:20][CH2:21][CH3:22].[CH3:25][Si:26]([CH3:33])([CH3:32])N[Si:26]([CH3:33])([CH3:32])[CH3:25].N. (7) Given the product [CH2:12]([O:14][C:15]([C:16]1[N:11]=[C:9]([NH:8][C:5]2[CH:4]=[CH:3][C:2]([Br:1])=[CH:7][N:6]=2)[S:10][CH:17]=1)=[O:20])[CH3:13], predict the reactants needed to synthesize it. The reactants are: [Br:1][C:2]1[CH:3]=[CH:4][C:5]([NH:8][C:9]([NH2:11])=[S:10])=[N:6][CH:7]=1.[CH2:12]([O:14][C:15](=[O:20])[C:16](=O)[CH2:17]Br)[CH3:13].O.